The task is: Predict which catalyst facilitates the given reaction.. This data is from Catalyst prediction with 721,799 reactions and 888 catalyst types from USPTO. (1) Reactant: [N:1]1[CH:6]=[CH:5][C:4]([CH:7]=O)=[CH:3][CH:2]=1.C(O)(=O)[CH2:10][C:11]([OH:13])=[O:12].N1CCCCC1.Cl. Product: [N:1]1[CH:2]=[CH:3][C:4](/[CH:7]=[CH:10]/[C:11]([OH:13])=[O:12])=[CH:5][CH:6]=1. The catalyst class is: 803. (2) Reactant: C1COCC1.C[O:7][C:8](=[O:40])[CH2:9][CH2:10][C:11](=[O:39])[N:12]1[C:17]2[CH:18]=[CH:19][C:20]([O:22][CH2:23][C:24]3[S:25][C:26]([C:35]([F:38])([F:37])[F:36])=[C:27]([C:29]4[CH:34]=[CH:33][CH:32]=[CH:31][CH:30]=4)[CH:28]=3)=[CH:21][C:16]=2[O:15][CH2:14][CH2:13]1.[OH-].[Na+].Cl. Product: [O:39]=[C:11]([N:12]1[C:17]2[CH:18]=[CH:19][C:20]([O:22][CH2:23][C:24]3[S:25][C:26]([C:35]([F:37])([F:38])[F:36])=[C:27]([C:29]4[CH:34]=[CH:33][CH:32]=[CH:31][CH:30]=4)[CH:28]=3)=[CH:21][C:16]=2[O:15][CH2:14][CH2:13]1)[CH2:10][CH2:9][C:8]([OH:40])=[O:7]. The catalyst class is: 5. (3) Reactant: [CH2:1]([O:3][C:4]([C@@H:6]1[N:10]([CH3:11])[C:9](=[O:12])[CH2:8][C@@H:7]1[C:13]1[CH:18]=[CH:17][C:16]([N+:19]([O-])=O)=[CH:15][CH:14]=1)=[O:5])[CH3:2]. Product: [CH2:1]([O:3][C:4]([C@@H:6]1[N:10]([CH3:11])[C:9](=[O:12])[CH2:8][C@@H:7]1[C:13]1[CH:14]=[CH:15][C:16]([NH2:19])=[CH:17][CH:18]=1)=[O:5])[CH3:2]. The catalyst class is: 99. (4) Reactant: [F:1][C:2]1[CH:3]=[C:4]2[C:22](=[CH:23][CH:24]=1)[O:21][CH2:20][CH2:19][NH:18][CH2:17][C:16]1=[C:25]3[N:26]=[C:10]([CH:11]=[CH:12][N:13]3[N:14]=[CH:15]1)[N:9]1[C@@H:5]2[CH2:6][CH2:7][CH2:8]1.Br[CH2:28][C:29]([OH:31])=[O:30].[OH-].[Na+]. Product: [F:1][C:2]1[CH:3]=[C:4]2[C:22](=[CH:23][CH:24]=1)[O:21][CH2:20][CH2:19][N:18]([CH2:28][C:29]([OH:31])=[O:30])[CH2:17][C:16]1=[C:25]3[N:26]=[C:10]([CH:11]=[CH:12][N:13]3[N:14]=[CH:15]1)[N:9]1[C@@H:5]2[CH2:6][CH2:7][CH2:8]1. The catalyst class is: 41.